Predict the product of the given reaction. From a dataset of Forward reaction prediction with 1.9M reactions from USPTO patents (1976-2016). (1) Given the reactants [CH3:1][O:2][C:3]([C:5]1([NH:10][C:11]([CH:13]2[CH2:17][CH:16](OS(C3C=CC(Br)=CC=3)(=O)=O)[CH2:15][N:14]2[C:29](=[O:45])[CH:30]([NH:35][C:36]([O:38][CH:39]2[CH2:44][CH:43]3[CH:41]([CH2:42]3)[CH2:40]2)=[O:37])[C:31]([CH3:34])([CH3:33])[CH3:32])=[O:12])[CH2:7][CH:6]1[CH2:8][CH3:9])=[O:4].[Cl:46][C:47]1[C:48]([O:67][CH2:68][CH:69]([O:72][CH3:73])[O:70][CH3:71])=[CH:49][CH:50]=[C:51]2[C:56]=1[N:55]=[C:54]([C:57]1[N:58]=[C:59]([NH:62][CH:63]([CH3:65])[CH3:64])[S:60][CH:61]=1)[CH:53]=[C:52]2[OH:66].C(=O)([O-])[O-].[Cs+].[Cs+].[Li+].[Cl-], predict the reaction product. The product is: [CH3:1][O:2][C:3]([C:5]1([NH:10][C:11]([CH:13]2[CH2:17][CH:16]([O:66][C:52]3[C:51]4[C:56](=[C:47]([Cl:46])[C:48]([O:67][CH2:68][CH:69]([O:70][CH3:71])[O:72][CH3:73])=[CH:49][CH:50]=4)[N:55]=[C:54]([C:57]4[N:58]=[C:59]([NH:62][CH:63]([CH3:65])[CH3:64])[S:60][CH:61]=4)[CH:53]=3)[CH2:15][N:14]2[C:29](=[O:45])[CH:30]([NH:35][C:36]([O:38][CH:39]2[CH2:44][CH:43]3[CH:41]([CH2:42]3)[CH2:40]2)=[O:37])[C:31]([CH3:33])([CH3:34])[CH3:32])=[O:12])[CH2:7][CH:6]1[CH2:8][CH3:9])=[O:4]. (2) Given the reactants C[O:2][C:3](=O)[CH2:4][C:5]1[C:9]2[CH:10]=[CH:11][C:12]([OH:14])=[CH:13][C:8]=2[O:7][CH:6]=1.[H-].[H-].[H-].[H-].[Li+].[Al+3].[C@H](O)(C([O-])=O)[C@@H](O)C([O-])=O.[Na+].[K+].[NH4+].[Cl-], predict the reaction product. The product is: [OH:2][CH2:3][CH2:4][C:5]1[C:9]2[CH:10]=[CH:11][C:12]([OH:14])=[CH:13][C:8]=2[O:7][CH:6]=1. (3) Given the reactants [OH:1][C:2]1[C:11]([OH:12])=[CH:10][CH:9]=[CH:8][C:3]=1[C:4]([O:6][CH3:7])=[O:5].N1C=CC=CC=1.CN(C1C=CC=CN=1)C.[F:28][C:29]([F:42])([F:41])[S:30](O[S:30]([C:29]([F:42])([F:41])[F:28])(=[O:32])=[O:31])(=[O:32])=[O:31], predict the reaction product. The product is: [OH:1][C:2]1[C:11]([O:12][S:30]([C:29]([F:42])([F:41])[F:28])(=[O:32])=[O:31])=[CH:10][CH:9]=[CH:8][C:3]=1[C:4]([O:6][CH3:7])=[O:5]. (4) The product is: [C:1]([O:5][C:6]([N:8]1[CH2:26][CH2:25][CH:11]2[N:12]([CH3:24])[C:13]3[C:14]([C:20]([F:21])([F:22])[F:23])=[CH:15][C:16]([O:19][C:13]4[CH:14]=[CH:15][CH:16]=[CH:17][C:18]=4[C:36]#[N:34])=[CH:17][C:18]=3[CH:10]2[CH2:9]1)=[O:7])([CH3:4])([CH3:2])[CH3:3]. Given the reactants [C:1]([O:5][C:6]([N:8]1[CH2:26][CH2:25][CH:11]2[N:12]([CH3:24])[C:13]3[C:14]([C:20]([F:23])([F:22])[F:21])=[CH:15][C:16]([OH:19])=[CH:17][C:18]=3[CH:10]2[CH2:9]1)=[O:7])([CH3:4])([CH3:3])[CH3:2].C([O-])([O-])=O.[K+].[K+].C[N:34]([CH:36]=O)C, predict the reaction product. (5) Given the reactants [Br:1][C:2]1[CH:10]=[CH:9][C:5]([C:6]([OH:8])=O)=[CH:4][C:3]=1[O:11][CH2:12][CH3:13].[CH3:14][CH2:15][N:16](C(C)C)[CH:17](C)[CH3:18].C(NCC)C.CN(C(ON1N=NC2C=CC=NC1=2)=[N+](C)C)C.F[P-](F)(F)(F)(F)F, predict the reaction product. The product is: [Br:1][C:2]1[CH:10]=[CH:9][C:5]([C:6]([N:16]([CH2:17][CH3:18])[CH2:15][CH3:14])=[O:8])=[CH:4][C:3]=1[O:11][CH2:12][CH3:13]. (6) Given the reactants [NH2:1][C@@H:2]1[C:18]2=[N:19][C:15](=[C:16]([Br:28])[N:17]2[CH2:20][O:21][CH2:22][CH2:23][Si:24]([CH3:27])([CH3:26])[CH3:25])[C:14]2[C:9](=[CH:10][C:11]([NH:29][C:30](=[O:33])[O:31][CH3:32])=[CH:12][CH:13]=2)[NH:8][C:7](=[O:34])[C@H:6]([CH3:35])[CH2:5][CH2:4][CH2:3]1.[Cl:36][C:37]1[C:38]([F:71])=[C:39]([C:44]2[CH2:45][CH2:46]N(C3C4C=C(C=CN=4)C4C=NNC=4NC(=O)C(C)CCC3)C(=O)C=2)[C:40]([F:43])=[CH:41][CH:42]=1.[CH2:72]([O:74][P:75]([CH2:80][C:81](O)=[O:82])([O:77][CH2:78][CH3:79])=[O:76])[CH3:73].C(P1(=O)OP(CCC)(=O)OP(CCC)(=O)[O:88]1)CC, predict the reaction product. The product is: [Br:28][C:16]1[N:17]([CH2:20][O:21][CH2:22][CH2:23][Si:24]([CH3:26])([CH3:27])[CH3:25])[C:18]2[C@@H:2]([N:1]([CH2:46][CH2:45][C:44]([C:39]3[C:40]([F:43])=[CH:41][CH:42]=[C:37]([Cl:36])[C:38]=3[F:71])=[O:88])[C:81](=[O:82])[CH2:80][P:75]([O:77][CH2:78][CH3:79])([O:74][CH2:72][CH3:73])=[O:76])[CH2:3][CH2:4][CH2:5][C@@H:6]([CH3:35])[C:7](=[O:34])[NH:8][C:9]3[C:14]([C:15]=1[N:19]=2)=[CH:13][CH:12]=[C:11]([NH:29][C:30](=[O:33])[O:31][CH3:32])[CH:10]=3.